From a dataset of Peptide-MHC class I binding affinity with 185,985 pairs from IEDB/IMGT. Regression. Given a peptide amino acid sequence and an MHC pseudo amino acid sequence, predict their binding affinity value. This is MHC class I binding data. (1) The peptide sequence is MMVILPDKI. The MHC is HLA-A02:06 with pseudo-sequence HLA-A02:06. The binding affinity (normalized) is 0.370. (2) The peptide sequence is SEYKGPVTDV. The MHC is HLA-B18:01 with pseudo-sequence HLA-B18:01. The binding affinity (normalized) is 0. (3) The peptide sequence is LPGPQVTAVLLHEES. The MHC is HLA-B35:01 with pseudo-sequence HLA-B35:01. The binding affinity (normalized) is 0.0645. (4) The peptide sequence is YLQAKSQVL. The MHC is HLA-A69:01 with pseudo-sequence HLA-A69:01. The binding affinity (normalized) is 0.0847.